Task: Predict which catalyst facilitates the given reaction.. Dataset: Catalyst prediction with 721,799 reactions and 888 catalyst types from USPTO (1) Reactant: C(N(S(F)(F)[F:7])CC)C.[C:10]([O:14][C:15]([N:17]1[CH2:29][C@@H:28]([CH3:30])[N:27]2[C@H:19]([CH2:20][C:21]3[C:26]2=[N:25][C:24]([CH2:31]OCCO)=[CH:23][CH:22]=3)[CH2:18]1)=[O:16])([CH3:13])([CH3:12])[CH3:11]. The catalyst class is: 4. Product: [C:10]([O:14][C:15]([N:17]1[CH2:29][C@@H:28]([CH3:30])[N:27]2[C@H:19]([CH2:20][C:21]3[C:26]2=[N:25][C:24]([CH2:31][F:7])=[CH:23][CH:22]=3)[CH2:18]1)=[O:16])([CH3:13])([CH3:12])[CH3:11]. (2) Reactant: Cl[CH2:2][C:3]1[CH:8]=[CH:7][C:6]([O:9][CH3:10])=[CH:5][CH:4]=1.[I:11][C:12]1[C:20]2[C:15](=[N:16][CH:17]=[C:18]([C:34]3[CH:39]=[CH:38][CH:37]=[CH:36][CH:35]=3)[C:19]=2[N:21]2[CH2:26][CH2:25][N:24]([C:27]([O:29][C:30]([CH3:33])([CH3:32])[CH3:31])=[O:28])[CH2:23][CH2:22]2)[NH:14][N:13]=1.C([O-])([O-])=O.[K+].[K+].CCOC(C)=O. Product: [I:11][C:12]1[C:20]2[C:15](=[N:16][CH:17]=[C:18]([C:34]3[CH:35]=[CH:36][CH:37]=[CH:38][CH:39]=3)[C:19]=2[N:21]2[CH2:26][CH2:25][N:24]([C:27]([O:29][C:30]([CH3:33])([CH3:32])[CH3:31])=[O:28])[CH2:23][CH2:22]2)[N:14]([CH2:2][C:3]2[CH:8]=[CH:7][C:6]([O:9][CH3:10])=[CH:5][CH:4]=2)[N:13]=1. The catalyst class is: 18. (3) Reactant: [OH-].[K+].[O:3]([C:10]1[CH:19]=[CH:18][CH:17]=[CH:16][C:11]=1[C:12]([NH:14][NH2:15])=[O:13])[C:4]1[CH:9]=[CH:8][CH:7]=[CH:6][CH:5]=1.[C:20](=S)=[S:21].O. Product: [O:3]([C:10]1[CH:19]=[CH:18][CH:17]=[CH:16][C:11]=1[C:12]1[O:13][C:20]([SH:21])=[N:15][N:14]=1)[C:4]1[CH:5]=[CH:6][CH:7]=[CH:8][CH:9]=1. The catalyst class is: 5. (4) Reactant: [OH:1][CH:2]1[CH2:7][CH2:6][N:5]([C:8]([O:10][C:11]([CH3:14])([CH3:13])[CH3:12])=[O:9])[CH2:4][CH2:3]1.[H-].[Na+].F[C:18]1[CH:23]=[CH:22][C:21]([S:24][CH3:25])=[CH:20][CH:19]=1. Product: [CH3:25][S:24][C:21]1[CH:22]=[CH:23][CH:18]=[CH:19][C:20]=1[O:1][CH:2]1[CH2:3][CH2:4][N:5]([C:8]([O:10][C:11]([CH3:14])([CH3:13])[CH3:12])=[O:9])[CH2:6][CH2:7]1. The catalyst class is: 42. (5) Reactant: [OH:1][CH2:2][C@@H:3]([NH:10][C:11](=[O:16])[CH2:12][CH2:13][CH:14]=[CH2:15])[C:4]1[CH:9]=[CH:8][CH:7]=[CH:6][CH:5]=1.[CH3:17][C@@H:18]([CH2:22][CH:23]=[CH2:24])[C:19](O)=[O:20]. Product: [CH3:17][C@@H:18]([CH2:22][CH:23]=[CH2:24])[C:19]([O:1][CH2:2][C@@H:3]([NH:10][C:11](=[O:16])[CH2:12][CH2:13][CH:14]=[CH2:15])[C:4]1[CH:9]=[CH:8][CH:7]=[CH:6][CH:5]=1)=[O:20]. The catalyst class is: 2. (6) Reactant: [CH2:1]([O:3][C:4]([C:6]1[CH:15]=[C:14]([OH:16])[C:13]2[C:8](=[CH:9][C:10]([CH3:18])=[C:11]([Cl:17])[CH:12]=2)[N:7]=1)=[O:5])[CH3:2].C(=O)([O-])[O-].[Cs+].[Cs+].[CH:25]1([NH:29][C:30]([C@@H:32]2[CH2:36][CH2:35][CH2:34][N:33]2[C:37](=[O:40])[CH2:38]Br)=[O:31])[CH2:28][CH2:27][CH2:26]1. Product: [CH2:1]([O:3][C:4]([C:6]1[CH:15]=[C:14]([O:16][CH2:38][C:37]([N:33]2[CH2:34][CH2:35][CH2:36][C@H:32]2[C:30](=[O:31])[NH:29][CH:25]2[CH2:28][CH2:27][CH2:26]2)=[O:40])[C:13]2[C:8](=[CH:9][C:10]([CH3:18])=[C:11]([Cl:17])[CH:12]=2)[N:7]=1)=[O:5])[CH3:2]. The catalyst class is: 3. (7) Reactant: Cl.[C:2]([C:4]1[CH:5]=[C:6]2[C:10](=[CH:11][CH:12]=1)[NH:9][CH:8]=[C:7]2[CH2:13][CH2:14][CH2:15][CH2:16][N:17]1[CH2:22][CH2:21][N:20]([C:23]2[CH:24]=[CH:25][C:26]3[O:30][C:29]([C:31]([O:33]CC)=O)=[CH:28][C:27]=3[CH:36]=2)[CH2:19][CH2:18]1)#[N:3].O.[NH3:38]. Product: [CH:12]1[C:4]([C:2]#[N:3])=[CH:5][C:6]2[C:7]([CH2:13][CH2:14][CH2:15][CH2:16][N:17]3[CH2:22][CH2:21][N:20]([C:23]4[CH:24]=[CH:25][C:26]5[O:30][C:29]([C:31]([NH2:38])=[O:33])=[CH:28][C:27]=5[CH:36]=4)[CH2:19][CH2:18]3)=[CH:8][NH:9][C:10]=2[CH:11]=1. The catalyst class is: 5. (8) Reactant: Br.[NH2:2][C:3]1[CH:8]=[C:7]([CH:9](Br)[C:10]([C:12]2[CH:17]=[CH:16][CH:15]=[C:14]([CH3:18])[CH:13]=2)=O)[CH:6]=[CH:5][N:4]=1.[C:20]([NH2:24])(=[S:23])[CH2:21][CH3:22]. Product: [CH2:21]([C:20]1[S:23][C:9]([C:7]2[CH:6]=[CH:5][N:4]=[C:3]([NH2:2])[CH:8]=2)=[C:10]([C:12]2[CH:17]=[CH:16][CH:15]=[C:14]([CH3:18])[CH:13]=2)[N:24]=1)[CH3:22]. The catalyst class is: 9. (9) Reactant: [C:1](Cl)(=[O:5])/[CH:2]=[CH:3]/[CH3:4].[Br:7][C:8]1[CH:16]=[C:15]2[C:11]([C:12]([NH2:17])=[N:13][NH:14]2)=[CH:10][CH:9]=1. Product: [Br:7][C:8]1[CH:16]=[C:15]2[C:11]([C:12]([NH:17][C:1](=[O:5])[CH:2]=[CH:3][CH3:4])=[N:13][NH:14]2)=[CH:10][CH:9]=1. The catalyst class is: 17. (10) Reactant: [CH3:1][C:2]1[CH:8]=[C:7]([OH:9])[C:6]([CH3:10])=[CH:5][C:3]=1[NH2:4].[H-].[Na+].Cl[C:14]1[S:18][N:17]=[C:16]([C:19]2([CH3:22])[CH2:21][CH2:20]2)[N:15]=1. Product: [CH3:1][C:2]1[CH:8]=[C:7]([O:9][C:14]2[S:18][N:17]=[C:16]([C:19]3([CH3:22])[CH2:21][CH2:20]3)[N:15]=2)[C:6]([CH3:10])=[CH:5][C:3]=1[NH2:4]. The catalyst class is: 9.